Dataset: Rat liver microsome stability data. Task: Regression/Classification. Given a drug SMILES string, predict its absorption, distribution, metabolism, or excretion properties. Task type varies by dataset: regression for continuous measurements (e.g., permeability, clearance, half-life) or binary classification for categorical outcomes (e.g., BBB penetration, CYP inhibition). Dataset: rlm. The drug is COc1ccccc1Nc1ccnc(N2CCN(C(=O)c3ccc(C)cc3)CC2)n1. The result is 1 (stable in rat liver microsomes).